From a dataset of Catalyst prediction with 721,799 reactions and 888 catalyst types from USPTO. Predict which catalyst facilitates the given reaction. (1) Reactant: [Br:1][C:2]1[CH:11]=[CH:10][C:9]2[C:4](=[CH:5][CH:6]=[C:7]([NH2:13])[C:8]=2[NH2:12])[CH:3]=1.[C:14]([O:18][C:19]([N:21]1[CH2:25][C@@H:24]([CH3:26])[CH2:23][C@H:22]1[C:27](O)=[O:28])=[O:20])([CH3:17])([CH3:16])[CH3:15].CCN(C(C)C)C(C)C.CN(C(ON1N=NC2C=CC=NC1=2)=[N+](C)C)C.F[P-](F)(F)(F)(F)F. Product: [C:14]([O:18][C:19]([N:21]1[CH2:25][C@@H:24]([CH3:26])[CH2:23][C@H:22]1[C:27](=[O:28])[NH:12][C:8]1[C:9]2[C:4](=[CH:3][C:2]([Br:1])=[CH:11][CH:10]=2)[CH:5]=[CH:6][C:7]=1[NH2:13])=[O:20])([CH3:16])([CH3:17])[CH3:15]. The catalyst class is: 3. (2) Reactant: [Br:1][C:2]1[CH:3]=[CH:4][CH:5]=[C:6]2[C:11]=1[N:10]=[C:9](Cl)[N:8]=[C:7]2[OH:13].[CH3:14][NH:15][C:16]([CH3:19])([CH3:18])[CH3:17]. Product: [Br:1][C:2]1[CH:3]=[CH:4][CH:5]=[C:6]2[C:11]=1[N:10]=[C:9]([N:15]([C:16]([CH3:19])([CH3:18])[CH3:17])[CH3:14])[NH:8][C:7]2=[O:13]. The catalyst class is: 37. (3) Reactant: [OH:1][C:2]1[CH:7]=[CH:6][C:5]([C:8]2[CH:9]=[C:10]3[C:15](=[CH:16][CH:17]=2)[N:14]=[C:13]([C:18]([O:20][CH3:21])=[O:19])[CH:12]=[CH:11]3)=[CH:4][CH:3]=1.[Cl:22][C:23]1[CH:24]=[N:25][CH:26]=[C:27]([Cl:39])[C:28]=1[C:29]1[C:33]([CH2:34]O)=[C:32]([CH:36]([CH3:38])[CH3:37])[O:31][N:30]=1.C1(P(C2C=CC=CC=2)C2C=CC=CC=2)C=CC=CC=1.N(C(OC(C)C)=O)=NC(OC(C)C)=O. Product: [Cl:39][C:27]1[CH:26]=[N:25][CH:24]=[C:23]([Cl:22])[C:28]=1[C:29]1[C:33]([CH2:34][O:1][C:2]2[CH:7]=[CH:6][C:5]([C:8]3[CH:9]=[C:10]4[C:15](=[CH:16][CH:17]=3)[N:14]=[C:13]([C:18]([O:20][CH3:21])=[O:19])[CH:12]=[CH:11]4)=[CH:4][CH:3]=2)=[C:32]([CH:36]([CH3:37])[CH3:38])[O:31][N:30]=1. The catalyst class is: 4. (4) Reactant: [CH3:1][N:2]1[C:7](=[O:8])[C:6]([N:9]2[CH2:14][CH2:13][O:12][CH2:11][CH2:10]2)=[C:5]2[C:15](=[O:31])[N:16]([CH2:19][CH2:20][C:21]3[CH:30]=[CH:29][C:28]4[C:23](=[CH:24][CH:25]=[CH:26][CH:27]=4)[N:22]=3)[C:17](=O)[C:4]2=[CH:3]1.COC1C=CC(P2(SP(C3C=CC(OC)=CC=3)(=S)S2)=[S:41])=CC=1. Product: [CH3:1][N:2]1[C:7](=[O:8])[C:6]([N:9]2[CH2:14][CH2:13][O:12][CH2:11][CH2:10]2)=[C:5]2[C:15](=[O:31])[N:16]([CH2:19][CH2:20][C:21]3[CH:30]=[CH:29][C:28]4[C:23](=[CH:24][CH:25]=[CH:26][CH:27]=4)[N:22]=3)[C:17](=[S:41])[C:4]2=[CH:3]1. The catalyst class is: 11. (5) Product: [CH3:16][O:15][C:10]1[CH:11]=[CH:12][CH:13]=[CH:14][C:9]=1[NH:8][CH:1]([C:2]1[CH:3]=[CH:4][CH:5]=[CH:6][CH:7]=1)[CH:17]([CH3:19])[CH3:18]. Reactant: [CH:1](=[N:8]/[C:9]1[CH:14]=[CH:13][CH:12]=[CH:11][C:10]=1[O:15][CH3:16])\[C:2]1[CH:7]=[CH:6][CH:5]=[CH:4][CH:3]=1.[CH:17]([Mg]Cl)([CH3:19])[CH3:18].[NH4+].[Cl-]. The catalyst class is: 1. (6) Reactant: [C:1]([O:4][C@@H:5]1[C@@H:10]([O:11][C:12](=[O:14])[CH3:13])[C@H:9]([O:15][C:16](=[O:18])[CH3:17])[C@@H:8]([CH2:19][O:20][C:21](=[O:23])[CH3:22])[O:7][C@H:6]1[O:24][C:25]1[C:29]([CH2:30][C:31]2[CH:36]=[CH:35][C:34]([O:37][CH2:38][CH2:39][CH2:40][NH2:41])=[CH:33][CH:32]=2)=[C:28]([CH:42]([CH3:44])[CH3:43])[NH:27][N:26]=1)(=[O:3])[CH3:2].C(N(CC)CC)C.[CH3:52][S:53](Cl)(=[O:55])=[O:54].Cl. Product: [C:1]([O:4][C@@H:5]1[C@@H:10]([O:11][C:12](=[O:14])[CH3:13])[C@H:9]([O:15][C:16](=[O:18])[CH3:17])[C@@H:8]([CH2:19][O:20][C:21](=[O:23])[CH3:22])[O:7][C@H:6]1[O:24][C:25]1[C:29]([CH2:30][C:31]2[CH:36]=[CH:35][C:34]([O:37][CH2:38][CH2:39][CH2:40][NH:41][S:53]([CH3:52])(=[O:55])=[O:54])=[CH:33][CH:32]=2)=[C:28]([CH:42]([CH3:44])[CH3:43])[NH:27][N:26]=1)(=[O:3])[CH3:2]. The catalyst class is: 4. (7) The catalyst class is: 5. Reactant: [C:1]1([C:7]2[N:12]=[C:11]([CH:13]=O)[CH:10]=[CH:9][C:8]=2[C:15]2[CH:20]=[CH:19][C:18]([CH2:21][CH2:22][CH3:23])=[CH:17][CH:16]=2)[CH:6]=[CH:5][CH:4]=[CH:3][CH:2]=1.[NH2:24][CH2:25][CH2:26][CH2:27][P:28](=[O:31])([OH:30])[OH:29].[BH3-]C#N.[Na+]. Product: [C:1]1([C:7]2[N:12]=[C:11]([CH2:13][NH:24][CH2:25][CH2:26][CH2:27][P:28](=[O:29])([OH:31])[OH:30])[CH:10]=[CH:9][C:8]=2[C:15]2[CH:20]=[CH:19][C:18]([CH2:21][CH2:22][CH3:23])=[CH:17][CH:16]=2)[CH:6]=[CH:5][CH:4]=[CH:3][CH:2]=1. (8) Reactant: CN([CH:4]=[O:5])C.O=P(Cl)(Cl)Cl.[CH2:11]([O:13][C:14](=[O:24])[CH2:15][CH2:16][C:17](=[O:23])[C:18]1[CH:22]=[CH:21][NH:20][CH:19]=1)[CH3:12]. Product: [CH2:11]([O:13][C:14](=[O:24])[CH2:15][CH2:16][C:17](=[O:23])[C:18]1[CH:22]=[C:21]([CH:4]=[O:5])[NH:20][CH:19]=1)[CH3:12]. The catalyst class is: 26. (9) Reactant: Cl[Si](C)(C)C.[N:6](OCCC(C)C)=[O:7].[O:14]=[C:15]([CH2:21][C:22]([O:24][CH3:25])=[O:23])[CH2:16][C:17]([O:19][CH3:20])=[O:18].C(=O)([O-])O.[Na+]. Product: [OH:7][N:6]=[C:21]([C:15](=[O:14])[CH2:16][C:17]([O:19][CH3:20])=[O:18])[C:22]([O:24][CH3:25])=[O:23]. The catalyst class is: 4. (10) Reactant: [Si:1]([O:8][C@H:9]([CH2:27][OH:28])[C@@H:10]([NH:19][C:20](=[O:26])[O:21][C:22]([CH3:25])([CH3:24])[CH3:23])[CH2:11][C:12]1[CH:17]=[CH:16][CH:15]=[C:14]([F:18])[CH:13]=1)([C:4]([CH3:7])([CH3:6])[CH3:5])([CH3:3])[CH3:2].C(Cl)Cl.N1C=CC=CC=1.CC(OI1(OC(C)=O)(OC(C)=O)OC(=O)C2C1=CC=CC=2)=O. Product: [Si:1]([O:8][C@H:9]([CH:27]=[O:28])[C@@H:10]([NH:19][C:20](=[O:26])[O:21][C:22]([CH3:25])([CH3:24])[CH3:23])[CH2:11][C:12]1[CH:17]=[CH:16][CH:15]=[C:14]([F:18])[CH:13]=1)([C:4]([CH3:6])([CH3:7])[CH3:5])([CH3:3])[CH3:2]. The catalyst class is: 25.